Dataset: Full USPTO retrosynthesis dataset with 1.9M reactions from patents (1976-2016). Task: Predict the reactants needed to synthesize the given product. (1) Given the product [O:11]=[C:12]([CH2:39][CH2:40][C:41]1[CH:46]=[CH:45][CH:44]=[CH:43][CH:42]=1)/[CH:13]=[CH:14]/[C@@H:15]1[C@@H:22]2[C@@H:18]([O:19][C:20](=[O:23])[CH2:21]2)[CH2:17][C@H:16]1[O:24][C:25](=[O:38])[C:26]1[CH:31]=[CH:30][C:29]([C:32]2[CH:33]=[CH:34][CH:35]=[CH:36][CH:37]=2)=[CH:28][CH:27]=1, predict the reactants needed to synthesize it. The reactants are: S(=O)(=O)=O.N1C=CC=CC=1.[OH:11][C@H:12]([CH2:39][CH2:40][C:41]1[CH:46]=[CH:45][CH:44]=[CH:43][CH:42]=1)/[CH:13]=[CH:14]/[C@@H:15]1[C@@H:22]2[C@@H:18]([O:19][C:20](=[O:23])[CH2:21]2)[CH2:17][C@H:16]1[O:24][C:25](=[O:38])[C:26]1[CH:31]=[CH:30][C:29]([C:32]2[CH:37]=[CH:36][CH:35]=[CH:34][CH:33]=2)=[CH:28][CH:27]=1.C(N(CC)CC)C.O. (2) Given the product [CH2:16]([C:23]1[C:32]2[C:27](=[CH:28][CH:29]=[CH:30][CH:31]=2)[C:26]([N:33]2[CH2:38][CH2:37][N:36]([C:8]3[CH:15]=[CH:14][C:11]([C:12]#[N:13])=[CH:10][N:9]=3)[C@H:35]([CH3:39])[CH2:34]2)=[N:25][N:24]=1)[C:17]1[CH:18]=[CH:19][CH:20]=[CH:21][CH:22]=1, predict the reactants needed to synthesize it. The reactants are: C([O-])([O-])=O.[Na+].[Na+].Cl[C:8]1[CH:15]=[CH:14][C:11]([C:12]#[N:13])=[CH:10][N:9]=1.[CH2:16]([C:23]1[C:32]2[C:27](=[CH:28][CH:29]=[CH:30][CH:31]=2)[C:26]([N:33]2[CH2:38][CH2:37][NH:36][C@H:35]([CH3:39])[CH2:34]2)=[N:25][N:24]=1)[C:17]1[CH:22]=[CH:21][CH:20]=[CH:19][CH:18]=1. (3) The reactants are: C(N1C=CN=C1)([N:3]1C=CN=C1)=O.[Cl:13][C:14]1[CH:15]=[C:16]([N:21]2[CH:25]=[C:24]([C:26]([OH:28])=O)[N:23]=[CH:22]2)[CH:17]=[CH:18][C:19]=1[Cl:20].N.O. Given the product [Cl:13][C:14]1[CH:15]=[C:16]([N:21]2[CH:25]=[C:24]([C:26]([NH2:3])=[O:28])[N:23]=[CH:22]2)[CH:17]=[CH:18][C:19]=1[Cl:20], predict the reactants needed to synthesize it. (4) Given the product [Cl:8][C:9]1[CH:10]=[CH:11][C:12]([C:13]([C:15]2[CH:22]=[C:21]([CH:23]([CH3:24])[CH3:25])[C:20]([OH:26])=[C:17]([C:18]3[NH:19][N:7]=[N:6][N:5]=3)[C:16]=2[CH3:27])=[O:14])=[CH:28][CH:29]=1, predict the reactants needed to synthesize it. The reactants are: C[Si]([N:5]=[N+:6]=[N-:7])(C)C.[Cl:8][C:9]1[CH:29]=[CH:28][C:12]([C:13]([C:15]2[C:16]([CH3:27])=[C:17]([C:20]([OH:26])=[C:21]([CH:23]([CH3:25])[CH3:24])[CH:22]=2)[C:18]#[N:19])=[O:14])=[CH:11][CH:10]=1. (5) Given the product [N:28]1([C:21]([O:23][C:24]([CH3:27])([CH3:26])[CH3:25])=[O:22])[CH2:29][CH2:30][N:31]([C:17]([O:10][C:8]2[CH:7]=[CH:6][C:3]([CH:4]=[O:5])=[C:2]([OH:1])[CH:9]=2)=[O:18])[CH2:32][CH2:33]1, predict the reactants needed to synthesize it. The reactants are: [OH:1][C:2]1[CH:9]=[C:8]([OH:10])[CH:7]=[CH:6][C:3]=1[CH:4]=[O:5].N1C=CC=CC=1.[C:17](Cl)(Cl)=[O:18].[C:21]([N:28]1[CH2:33][CH2:32][NH:31][CH2:30][CH2:29]1)([O:23][C:24]([CH3:27])([CH3:26])[CH3:25])=[O:22].C(N(CC)CC)C. (6) Given the product [CH2:15]([NH:22][C:2]1[CH:7]=[CH:6][C:5]([N+:8]([O-:10])=[O:9])=[CH:4][C:3]=1[S:11]([NH2:14])(=[O:13])=[O:12])[C:16]1[CH:21]=[CH:20][CH:19]=[CH:18][CH:17]=1, predict the reactants needed to synthesize it. The reactants are: Cl[C:2]1[CH:7]=[CH:6][C:5]([N+:8]([O-:10])=[O:9])=[CH:4][C:3]=1[S:11]([NH2:14])(=[O:13])=[O:12].[CH2:15]([NH2:22])[C:16]1[CH:21]=[CH:20][CH:19]=[CH:18][CH:17]=1.C(N(CC)CC)C. (7) Given the product [CH3:24][C@:23]1([CH2:22][CH2:21][CH2:20][C@H:18]([CH3:19])[CH2:17][CH2:16][CH2:15][C@H:13]([CH3:14])[CH2:12][CH2:11][CH2:10][CH:8]([CH3:7])[CH3:9])[O:5][C@@H:25]1[CH2:26][OH:27], predict the reactants needed to synthesize it. The reactants are: C([O:5]O)(C)(C)C.[CH3:7][CH:8]([CH2:10][CH2:11][CH2:12][C@H:13]([CH2:15][CH2:16][CH2:17][C@H:18]([CH2:20][CH2:21][CH2:22]/[C:23](=[CH:25]/[CH2:26][OH:27])/[CH3:24])[CH3:19])[CH3:14])[CH3:9].CCOCC.CCCCCC.